From a dataset of Forward reaction prediction with 1.9M reactions from USPTO patents (1976-2016). Predict the product of the given reaction. (1) Given the reactants C(N(CC)CC)C.[CH2:8]([O:10][C:11]1[CH:19]=[CH:18][C:17]([S:20]([N:23]2[CH2:28][CH2:27][N:26]([CH3:29])[CH2:25][CH2:24]2)(=[O:22])=[O:21])=[CH:16][C:12]=1[C:13]([NH2:15])=O)[CH3:9].FC(F)(F)C(OC(=O)C(F)(F)F)=O, predict the reaction product. The product is: [CH2:8]([O:10][C:11]1[CH:19]=[CH:18][C:17]([S:20]([N:23]2[CH2:24][CH2:25][N:26]([CH3:29])[CH2:27][CH2:28]2)(=[O:22])=[O:21])=[CH:16][C:12]=1[C:13]#[N:15])[CH3:9]. (2) Given the reactants Br[C:2]1[C:3]2[C:4]([S:20][C:21]3[CH:26]=[CH:25][C:24]([Cl:27])=[CH:23][CH:22]=3)=[C:5]3[CH:14]([CH2:15][C:16]([O:18]C)=[O:17])[CH2:13][CH2:12][N:6]3[C:7]=2[CH:8]=[C:9]([F:11])[CH:10]=1.[CH3:28][C:29]1[C:33](B(O)O)=[C:32]([CH3:37])[O:31][N:30]=1, predict the reaction product. The product is: [Cl:27][C:24]1[CH:23]=[CH:22][C:21]([S:20][C:4]2[C:3]3[C:2]([C:33]4[C:29]([CH3:28])=[N:30][O:31][C:32]=4[CH3:37])=[CH:10][C:9]([F:11])=[CH:8][C:7]=3[N:6]3[CH2:12][CH2:13][CH:14]([CH2:15][C:16]([OH:18])=[O:17])[C:5]=23)=[CH:26][CH:25]=1. (3) Given the reactants [CH3:1][S:2](Cl)(=[O:4])=[O:3].[CH:6]1[C:18]2[N:17]([CH2:19][CH2:20][CH2:21][OH:22])[C:16]3[C:11](=[CH:12][CH:13]=[CH:14][CH:15]=3)[C:10]=2[CH:9]=[CH:8][CH:7]=1.C(N(CC)CC)C, predict the reaction product. The product is: [CH3:1][S:2]([O:22][CH2:21][CH2:20][CH2:19][N:17]1[C:16]2[CH:15]=[CH:14][CH:13]=[CH:12][C:11]=2[C:10]2[C:18]1=[CH:6][CH:7]=[CH:8][CH:9]=2)(=[O:4])=[O:3]. (4) Given the reactants [NH2:1][C:2]1[CH:9]=[CH:8][C:5]([C:6]#[N:7])=[CH:4][C:3]=1[Cl:10].C([O-])([O-])=O.[Cs+].[Cs+].Cl[C:18]1[C:23]([CH3:24])=[C:22]([N:25]([CH:33]2[CH2:35][CH2:34]2)C(=O)OC(C)(C)C)[N:21]2[N:36]=[CH:37][C:38]([CH:39]=[O:40])=[C:20]2[N:19]=1.C1C=CC(P(C2C(C3C(P(C4C=CC=CC=4)C4C=CC=CC=4)=CC=C4C=3C=CC=C4)=C3C(C=CC=C3)=CC=2)C2C=CC=CC=2)=CC=1, predict the reaction product. The product is: [Cl:10][C:3]1[CH:4]=[C:5]([CH:8]=[CH:9][C:2]=1[NH:1][C:18]1[C:23]([CH3:24])=[C:22]([NH:25][CH:33]2[CH2:34][CH2:35]2)[N:21]2[N:36]=[CH:37][C:38]([CH:39]=[O:40])=[C:20]2[N:19]=1)[C:6]#[N:7]. (5) Given the reactants Br[C:2]1[CH:7]=[CH:6][C:5]([S:8]([N:11]2[CH2:16][CH2:15][N:14]([C:17]3[CH:22]=[CH:21][C:20]([F:23])=[CH:19][C:18]=3[C:24]([F:27])([F:26])[F:25])[CH2:13][C@H:12]2[CH3:28])(=[O:10])=[O:9])=[C:4]([Cl:29])[CH:3]=1.CC(C)([O-])C.[Na+].C1C=CC(P(C2C(C3C(P(C4C=CC=CC=4)C4C=CC=CC=4)=CC=C4C=3C=CC=C4)=C3C(C=CC=C3)=CC=2)C2C=CC=CC=2)=CC=1.[NH:82]1[CH2:87][CH2:86][O:85][CH2:84][CH2:83]1, predict the reaction product. The product is: [Cl:29][C:4]1[CH:3]=[C:2]([N:82]2[CH2:87][CH2:86][O:85][CH2:84][CH2:83]2)[CH:7]=[CH:6][C:5]=1[S:8]([N:11]1[CH2:16][CH2:15][N:14]([C:17]2[CH:22]=[CH:21][C:20]([F:23])=[CH:19][C:18]=2[C:24]([F:27])([F:26])[F:25])[CH2:13][C@H:12]1[CH3:28])(=[O:10])=[O:9]. (6) Given the reactants [I:1][C:2]1[N:7]=[N:6][C:5]([NH2:8])=[CH:4][CH:3]=1.[H-].[Na+].Cl[CH2:12][C:13]1[CH:18]=[CH:17][C:16]([O:19][CH3:20])=[CH:15][CH:14]=1, predict the reaction product. The product is: [I:1][C:2]1[N:7]=[N:6][C:5]([N:8]([CH2:12][C:13]2[CH:18]=[CH:17][C:16]([O:19][CH3:20])=[CH:15][CH:14]=2)[CH2:12][C:13]2[CH:18]=[CH:17][C:16]([O:19][CH3:20])=[CH:15][CH:14]=2)=[CH:4][CH:3]=1. (7) Given the reactants C[O:2][C:3](=[O:30])[C:4]1[CH:9]=[CH:8][C:7]([C:10]([O:12][C:13]2[CH:14]=[C:15]3[C:19](=[C:20]([Cl:23])[C:21]=2[Cl:22])[CH2:18][C:17]([CH:25]2[CH2:29][CH2:28][CH2:27][CH2:26]2)([CH3:24])[CH2:16]3)=[O:11])=[CH:6][CH:5]=1.[OH-].[Li+].Cl, predict the reaction product. The product is: [Cl:22][C:21]1[C:20]([Cl:23])=[C:19]2[C:15]([CH2:16][C:17]([CH:25]3[CH2:26][CH2:27][CH2:28][CH2:29]3)([CH3:24])[CH2:18]2)=[CH:14][C:13]=1[O:12][C:10]([C:7]1[CH:8]=[CH:9][C:4]([C:3]([OH:30])=[O:2])=[CH:5][CH:6]=1)=[O:11].